The task is: Predict the reaction yield, written as a fraction of the theoretical maximum amount of product (1.0 means a 100% yield; for example, 0.34 means a 34% yield).. This data is from Reaction yield outcomes from USPTO patents with 853,638 reactions. (1) The reactants are [NH2:1][C:2]1[CH:7]=[C:6]([Cl:8])[C:5]([OH:9])=[C:4]([Cl:10])[CH:3]=1.Cl[C:12]1[S:13][C:14]2[CH:20]=[C:19]([Cl:21])[CH:18]=[CH:17][C:15]=2[N:16]=1.C([O-])([O-])=O.[K+].[K+].Cl. The catalyst is CS(C)=O.O. The product is [Cl:8][C:6]1[CH:7]=[C:2]([NH2:1])[CH:3]=[C:4]([Cl:10])[C:5]=1[O:9][C:12]1[S:13][C:14]2[CH:20]=[C:19]([Cl:21])[CH:18]=[CH:17][C:15]=2[N:16]=1. The yield is 0.490. (2) The reactants are [H-].[Na+].[CH:3]1[C:8]([OH:9])=[CH:7][CH:6]=[CH:5][C:4]=1[CH3:10].[Cl:11][C:12]1[CH:19]=[CH:18][CH:17]=[C:16](Cl)[C:13]=1[C:14]#[N:15].O. The catalyst is CS(C)=O. The product is [Cl:11][C:12]1[CH:19]=[CH:18][CH:17]=[C:16]([O:9][C:8]2[CH:3]=[C:4]([CH3:10])[CH:5]=[CH:6][CH:7]=2)[C:13]=1[C:14]#[N:15]. The yield is 0.710.